This data is from Full USPTO retrosynthesis dataset with 1.9M reactions from patents (1976-2016). The task is: Predict the reactants needed to synthesize the given product. (1) Given the product [Cl:24][C:25]1[C:26]([C:27]#[N:28])=[C:17]([OH:18])[CH:16]=[CH:31][CH:32]=1, predict the reactants needed to synthesize it. The reactants are: C1[O:18][CH2:17][CH2:16]OCCOCCOCCOCCOC1.C([O-])(=O)C.[K+].[Cl:24][C:25]1[CH:32]=[CH:31]C=C(F)[C:26]=1[C:27]#[N:28].[OH-].[Na+]. (2) Given the product [C:1]([O:5][C:6]([NH:8][CH2:9][C:10]([NH:12][C:13]1[N:21]=[C:20]2[C:16]([C:17]([C:29]3[CH:30]=[CH:31][N:32]=[CH:33][CH:34]=3)=[C:18]([C:22]3[CH:27]=[CH:26][C:25]([F:28])=[CH:24][CH:23]=3)[N:19]2[C:36]([O:38][CH2:39][CH:40]([CH3:42])[CH3:41])=[O:37])=[CH:15][CH:14]=1)=[O:11])=[O:7])([CH3:4])([CH3:2])[CH3:3], predict the reactants needed to synthesize it. The reactants are: [C:1]([O:5][C:6]([NH:8][CH2:9][C:10]([NH:12][C:13]1[N:21]=[C:20]2[C:16]([C:17]([C:29]3[CH:34]=[CH:33][N:32]=[CH:31][CH:30]=3)=[C:18]([C:22]3[CH:27]=[CH:26][C:25]([F:28])=[CH:24][CH:23]=3)[NH:19]2)=[CH:15][CH:14]=1)=[O:11])=[O:7])([CH3:4])([CH3:3])[CH3:2].Cl[C:36]([O:38][CH2:39][CH:40]([CH3:42])[CH3:41])=[O:37].CN1CCOCC1.C(=O)([O-])[O-].[K+].[K+].